This data is from Full USPTO retrosynthesis dataset with 1.9M reactions from patents (1976-2016). The task is: Predict the reactants needed to synthesize the given product. (1) Given the product [O:5]1[CH2:6][CH2:7][CH:2]([NH:1][C:18]([C:17]2[S:16][C:15]([CH2:21][CH2:22][C:23]3[C:24]([C:29]4[CH:34]=[CH:33][CH:32]=[CH:31][CH:30]=4)=[N:25][O:26][C:27]=3[CH3:28])=[N:14][C:13]=2[CH3:12])=[O:19])[CH2:3][CH2:4]1, predict the reactants needed to synthesize it. The reactants are: [NH2:1][CH:2]1[CH2:7][CH2:6][O:5][CH2:4][CH2:3]1.C[Al](C)C.[CH3:12][C:13]1[N:14]=[C:15]([CH2:21][CH2:22][C:23]2[C:24]([C:29]3[CH:34]=[CH:33][CH:32]=[CH:31][CH:30]=3)=[N:25][O:26][C:27]=2[CH3:28])[S:16][C:17]=1[C:18](O)=[O:19]. (2) Given the product [N:22]([C@@H:8]1[CH:7]=[C:6]([C:10]2[CH:15]=[CH:14][N:13]=[CH:12][C:11]=2[N+:16]([O-:18])=[O:17])[CH2:5][C@H:4]([CH3:19])[C@:3]21[O:9][CH2:2]2)=[N+:23]=[N-:24], predict the reactants needed to synthesize it. The reactants are: Br[CH2:2][C@:3]12[O:9][C@H:8]1[CH:7]=[C:6]([C:10]1[CH:15]=[CH:14][N:13]=[CH:12][C:11]=1[N+:16]([O-:18])=[O:17])[CH2:5][C@@H:4]2[CH3:19].[NH4+].[Cl-].[N-:22]=[N+:23]=[N-:24].[Na+].C([O-])(O)=O.[Na+]. (3) Given the product [CH3:1][N:2]1[CH2:6][C:5](=[O:7])[N:4]([CH2:16][C:17](=[O:18])[C:19]2[CH:24]=[CH:23][CH:22]=[CH:21][CH:20]=2)[C:3]1=[O:8], predict the reactants needed to synthesize it. The reactants are: [CH3:1][N:2]1[CH2:6][C:5](=[O:7])[NH:4][C:3]1=[O:8].C([O-])([O-])=O.[K+].[K+].Br[CH2:16][C:17]([C:19]1[CH:24]=[CH:23][CH:22]=[CH:21][CH:20]=1)=[O:18]. (4) Given the product [CH3:1][O:2][CH2:3][CH2:4][O:5][C:6](=[O:44])[NH:7][C:8]1[CH:13]=[CH:12][C:11]([C:14]2[CH:15]=[C:16]3[C:22]([C:23]4[CH:28]=[CH:27][CH:26]=[CH:25][C:24]=4[O:29][CH3:30])=[N:21][NH:20][C:17]3=[N:18][CH:19]=2)=[CH:10][C:9]=1[C:39](=[O:43])[N:40]([CH3:42])[CH3:41], predict the reactants needed to synthesize it. The reactants are: [CH3:1][O:2][CH2:3][CH2:4][O:5][C:6](=[O:44])[NH:7][C:8]1[CH:13]=[CH:12][C:11]([C:14]2[CH:15]=[C:16]3[C:22]([C:23]4[CH:28]=[CH:27][CH:26]=[CH:25][C:24]=4[O:29][CH3:30])=[N:21][N:20](COCC[Si](C)(C)C)[C:17]3=[N:18][CH:19]=2)=[CH:10][C:9]=1[C:39](=[O:43])[N:40]([CH3:42])[CH3:41].Cl(O)(=O)(=O)=O.C(=O)(O)[O-].[Na+]. (5) Given the product [CH2:12]([O:7][C:6](=[O:8])[C:5]1[CH:9]=[CH:10][C:2]([Br:1])=[CH:3][C:4]=1[I:11])[CH3:13], predict the reactants needed to synthesize it. The reactants are: [Br:1][C:2]1[CH:10]=[CH:9][C:5]([C:6]([OH:8])=[O:7])=[C:4]([I:11])[CH:3]=1.[CH2:12](O)[CH3:13]. (6) Given the product [Cl:1][C:2]1[CH:3]=[C:4]([NH2:25])[C:5]([NH:9][CH:10]2[CH2:15][CH2:14][N:13]([C@H:16]3[CH2:21][CH2:20][C@H:19]([O:22][CH2:23][CH3:24])[CH2:18][CH2:17]3)[CH2:12][CH2:11]2)=[CH:6][C:7]=1[CH3:8], predict the reactants needed to synthesize it. The reactants are: [Cl:1][C:2]1[C:7]([CH3:8])=[CH:6][C:5]([NH:9][CH:10]2[CH2:15][CH2:14][N:13]([C@H:16]3[CH2:21][CH2:20][C@H:19]([O:22][CH2:23][CH3:24])[CH2:18][CH2:17]3)[CH2:12][CH2:11]2)=[C:4]([N+:25]([O-])=O)[CH:3]=1.O.NN. (7) Given the product [Si:28]([O:29][CH2:30][C:31]#[C:32][C:2]1[C:10]2[C:5](=[N:6][CH:7]=[C:8]([N+:11]([O-:13])=[O:12])[CH:9]=2)[NH:4][N:3]=1)([C:24]([CH3:25])([CH3:26])[CH3:27])([CH3:33])[CH3:34], predict the reactants needed to synthesize it. The reactants are: Br[C:2]1[C:10]2[C:5](=[N:6][CH:7]=[C:8]([N+:11]([O-:13])=[O:12])[CH:9]=2)[N:4](S(C2C=CC(C)=CC=2)(=O)=O)[N:3]=1.[C:24]([Si:28]([CH3:34])([CH3:33])[O:29][CH2:30][C:31]#[CH:32])([CH3:27])([CH3:26])[CH3:25].C1COCC1.